Dataset: Forward reaction prediction with 1.9M reactions from USPTO patents (1976-2016). Task: Predict the product of the given reaction. (1) Given the reactants [CH:1]([N:4]1[CH2:10][CH:9]([NH:11][C:12](=O)[O:13]C(C)(C)C)[C:6]2([CH2:8][CH2:7]2)[CH2:5]1)([CH3:3])[CH3:2].C(O)(C(F)(F)F)=O.O, predict the reaction product. The product is: [CH2:12]=[O:13].[CH:1]([N:4]1[CH2:10][CH:9]([NH2:11])[C:6]2([CH2:8][CH2:7]2)[CH2:5]1)([CH3:3])[CH3:2]. (2) Given the reactants [C:1]([C:3]1[CH:23]=[CH:22][C:6]([C:7]([NH:9][CH2:10][CH:11]([CH3:21])[CH2:12][NH:13]C(=O)OC(C)(C)C)=[O:8])=[CH:5][CH:4]=1)#[N:2].C(O)(C(F)(F)F)=O, predict the reaction product. The product is: [NH2:13][CH2:12][CH:11]([CH3:21])[CH2:10][NH:9][C:7](=[O:8])[C:6]1[CH:22]=[CH:23][C:3]([C:1]#[N:2])=[CH:4][CH:5]=1. (3) Given the reactants Cl[C:2]1[N:7]=[C:6]([N:8]2[CH2:13][CH2:12][O:11][CH2:10][CH2:9]2)[N:5]=[C:4]([N:14]2[C:18]3[CH:19]=[CH:20][CH:21]=[C:22]([O:23][CH3:24])[C:17]=3[N:16]=[C:15]2[CH:25]([F:27])[F:26])[N:3]=1.[NH2:28][C:29]1[CH:30]=[N:31][C:32]([Cl:35])=[N:33][CH:34]=1.C1C=CC(P(C2C(C3C(P(C4C=CC=CC=4)C4C=CC=CC=4)=CC=C4C=3C=CC=C4)=C3C(C=CC=C3)=CC=2)C2C=CC=CC=2)=CC=1.C([O-])([O-])=O.[Cs+].[Cs+].C([O-])(O)=O.[Na+], predict the reaction product. The product is: [Cl:35][C:32]1[N:33]=[CH:34][C:29]([NH:28][C:2]2[N:3]=[C:4]([N:14]3[C:18]4[CH:19]=[CH:20][CH:21]=[C:22]([O:23][CH3:24])[C:17]=4[N:16]=[C:15]3[CH:25]([F:26])[F:27])[N:5]=[C:6]([N:8]3[CH2:13][CH2:12][O:11][CH2:10][CH2:9]3)[N:7]=2)=[CH:30][N:31]=1. (4) Given the reactants [C:1](Cl)(=[O:14])[O:2][CH2:3][C:4]1[CH:13]=[CH:12][C:11]2[C:6](=[CH:7][CH:8]=[CH:9][CH:10]=2)[CH:5]=1.[NH:16]1[CH2:21][CH:20]=[CH:19][CH2:18][CH2:17]1.C([O-])(O)=O.[Na+], predict the reaction product. The product is: [N:16]1([C:1]([O:2][CH2:3][C:4]2[CH:13]=[CH:12][C:11]3[C:6](=[CH:7][CH:8]=[CH:9][CH:10]=3)[CH:5]=2)=[O:14])[CH2:21][CH2:20][CH:19]=[CH:18][CH2:17]1. (5) Given the reactants [Cl:1][C:2]1[CH:3]=[C:4]([CH:22]=[CH:23][C:24]=1[Cl:25])[C:5]([N:7]1[CH2:12][CH2:11][O:10][C@@H:9]([CH2:13][NH:14]C(=O)OC(C)(C)C)[CH2:8]1)=[O:6].Cl, predict the reaction product. The product is: [ClH:1].[Cl:1][C:2]1[CH:3]=[C:4]([CH:22]=[CH:23][C:24]=1[Cl:25])[C:5]([N:7]1[CH2:12][CH2:11][O:10][C@@H:9]([CH2:13][NH2:14])[CH2:8]1)=[O:6]. (6) The product is: [C:1]([O:4][CH2:5][C:6]1[C:11]([N:12]2[C:24](=[O:25])[C:23]3[S:22][C:21]4[CH2:20][CH2:19][CH2:18][CH2:17][C:16]=4[C:15]=3[CH2:14][CH2:13]2)=[CH:10][C:9]([F:26])=[CH:8][C:7]=1[C:27]1[CH:32]=[C:31]([NH:33][C:34]2[CH:38]=[CH:58][C:57]([CH:60]3[CH2:63][N:62]([CH2:64][CH3:65])[CH2:61]3)=[CH:56][N:35]=2)[C:30](=[O:42])[N:29]([CH3:43])[CH:28]=1)(=[O:3])[CH3:2]. Given the reactants [C:1]([O:4][CH2:5][C:6]1[C:11]([N:12]2[C:24](=[O:25])[C:23]3[S:22][C:21]4[CH2:20][CH2:19][CH2:18][CH2:17][C:16]=4[C:15]=3[CH2:14][CH2:13]2)=[CH:10][C:9]([F:26])=[CH:8][C:7]=1[C:27]1[CH:32]=[C:31]([NH:33][C:34]2[CH:38]=C(C3CC3)N[N:35]=2)[C:30](=[O:42])[N:29]([CH3:43])[CH:28]=1)(=[O:3])[CH3:2].BrC1C=C(NC2C=[CH:58][C:57]([CH:60]3[CH2:63][N:62]([CH2:64][CH3:65])[CH2:61]3)=[CH:56]N=2)C(=O)N(C)C=1.C(OCC1C(B2OC(C)(C)C(C)(C)O2)=CC=CC=1N1C(=O)C2SC3CCCCC=3C=2CC1)(=O)C, predict the reaction product.